From a dataset of Catalyst prediction with 721,799 reactions and 888 catalyst types from USPTO. Predict which catalyst facilitates the given reaction. (1) Reactant: [C:1]1([C:7]2[S:11][C:10]([NH:12][C:13]([N:15]3C=CN=C3)=[S:14])=[N:9][N:8]=2)[CH:6]=[CH:5][CH:4]=[CH:3][CH:2]=1.C([O-])(=O)C.[NH4+]. Product: [C:1]1([C:7]2[S:11][C:10]([NH:12][C:13]([NH2:15])=[S:14])=[N:9][N:8]=2)[CH:2]=[CH:3][CH:4]=[CH:5][CH:6]=1. The catalyst class is: 8. (2) Reactant: [Cl:1][C:2]1[CH:12]=[CH:11][CH:10]=[C:9]([F:13])[C:3]=1[C:4]([N:6]=[C:7]=[O:8])=[O:5].[CH3:14][O:15][C:16]1[CH:17]=[C:18]([NH:26][NH:27][C:28]([O:30][C:31]([CH3:34])([CH3:33])[CH3:32])=[O:29])[CH:19]=[CH:20][C:21]=1[C:22]([O:24][CH3:25])=[O:23]. Product: [Cl:1][C:2]1[CH:12]=[CH:11][CH:10]=[C:9]([F:13])[C:3]=1[C:4]([NH:6][C:7]([N:26]([C:18]1[CH:19]=[CH:20][C:21]([C:22]([O:24][CH3:25])=[O:23])=[C:16]([O:15][CH3:14])[CH:17]=1)[NH:27][C:28]([O:30][C:31]([CH3:34])([CH3:33])[CH3:32])=[O:29])=[O:8])=[O:5]. The catalyst class is: 2. (3) Reactant: CC(OC([N:8](C(OC(C)(C)C)=O)[N:9]([C:17]1[C:22]([F:23])=[C:21]([NH:24][CH:25]2[CH2:28][CH2:27][CH2:26]2)[N:20]=[C:19]([Cl:29])[N:18]=1)C(OC(C)(C)C)=O)=O)(C)C.Cl. Product: [Cl:29][C:19]1[NH:20][C:21]([NH:24][CH:25]2[CH2:28][CH2:27][CH2:26]2)=[C:22]([F:23])[C:17](=[N:9][NH2:8])[N:18]=1. The catalyst class is: 71. (4) Reactant: C([O:8][C:9]1[CH:10]=[CH:11][C:12]2[C:13]3[N:21]=[C:20]([C:22]4[CH:27]=[CH:26][C:25]([Cl:28])=[CH:24][CH:23]=4)[CH:19]=[C:18]([C:29]([O:31][CH3:32])=[O:30])[C:14]=3[NH:15][C:16]=2[CH:17]=1)C1C=CC=CC=1. Product: [Cl:28][C:25]1[CH:24]=[CH:23][C:22]([C:20]2[CH:19]=[C:18]([C:29]([O:31][CH3:32])=[O:30])[C:14]3[NH:15][C:16]4[CH:17]=[C:9]([OH:8])[CH:10]=[CH:11][C:12]=4[C:13]=3[N:21]=2)=[CH:27][CH:26]=1. The catalyst class is: 55. (5) Reactant: C(OC([N:8]1[CH2:13][CH2:12][N:11]([C:14]2[N:19]=[C:18]([O:20][CH:21]([C:23]3[CH:28]=[CH:27][CH:26]=[CH:25][C:24]=3[Cl:29])[CH3:22])[CH:17]=[CH:16][N:15]=2)[CH2:10][CH2:9]1)=O)(C)(C)C.FC(F)(F)C(O)=O. Product: [Cl:29][C:24]1[CH:25]=[CH:26][CH:27]=[CH:28][C:23]=1[CH:21]([O:20][C:18]1[CH:17]=[CH:16][N:15]=[C:14]([N:11]2[CH2:12][CH2:13][NH:8][CH2:9][CH2:10]2)[N:19]=1)[CH3:22]. The catalyst class is: 4. (6) Reactant: [Se](=O)=O.C([O:8]O)(C)(C)C.[CH2:10]([O:17][N:18]1[C:23]2[N:24]=[CH:25][N:26]=[C:27]([CH3:28])[C:22]=2[C:21]([OH:29])=[C:20]([C:30]([O:32][CH2:33][CH3:34])=[O:31])[C:19]1=[O:35])[C:11]1[CH:16]=[CH:15][CH:14]=[CH:13][CH:12]=1. Product: [CH2:10]([O:17][N:18]1[C:23]2[N:24]=[CH:25][N:26]=[C:27]([CH:28]=[O:8])[C:22]=2[C:21]([OH:29])=[C:20]([C:30]([O:32][CH2:33][CH3:34])=[O:31])[C:19]1=[O:35])[C:11]1[CH:16]=[CH:15][CH:14]=[CH:13][CH:12]=1. The catalyst class is: 12. (7) Product: [CH3:19][O:18][C:15]1[CH:16]=[CH:17][C:12]([CH2:11][NH:10][C@@H:8]([C:4]2[CH:5]=[CH:6][CH:7]=[C:2]([Cl:1])[CH:3]=2)[CH3:9])=[CH:13][C:14]=1[S:20]([N:23]1[CH2:24][CH2:25][O:26][CH2:27][CH2:28]1)(=[O:22])=[O:21]. The catalyst class is: 1. Reactant: [Cl:1][C:2]1[CH:3]=[C:4]([C@H:8]([NH:10][C:11](=O)[C:12]2[CH:17]=[CH:16][C:15]([O:18][CH3:19])=[C:14]([S:20]([N:23]3[CH2:28][CH2:27][O:26][CH2:25][CH2:24]3)(=[O:22])=[O:21])[CH:13]=2)[CH3:9])[CH:5]=[CH:6][CH:7]=1.B. (8) Reactant: F[C:2]1[CH:9]=[CH:8][C:7]([I:10])=[CH:6][C:3]=1[C:4]#[N:5].[NH:11]1[CH:15]=[N:14][CH:13]=[N:12]1.C(=O)([O-])[O-].[Cs+].[Cs+]. Product: [I:10][C:7]1[CH:8]=[CH:9][C:2]([N:11]2[CH:15]=[N:14][CH:13]=[N:12]2)=[C:3]([CH:6]=1)[C:4]#[N:5]. The catalyst class is: 42. (9) Reactant: [N:1]1[CH:6]=[CH:5][CH:4]=[CH:3][C:2]=1[C:7]1[N:15]2[C:10]([CH:11]=[CH:12][CH:13]=[CH:14]2)=[CH:9][C:8]=1[C:16]#[N:17].[CH3:18][CH2:19][Mg+].[Br-].[BH4-].[Na+]. Product: [N:1]1[CH:6]=[CH:5][CH:4]=[CH:3][C:2]=1[C:7]1[N:15]2[C:10]([CH:11]=[CH:12][CH:13]=[CH:14]2)=[CH:9][C:8]=1[CH:16]([NH2:17])[CH2:18][CH3:19]. The catalyst class is: 36. (10) Reactant: C([C@@H]([C@H](C(O)=O)O)O)(O)=O.[Cl:11][C:12]1[CH:22]=[CH:21][C:15]2[CH2:16][CH2:17][NH:18][CH2:19][CH2:20][C:14]=2[C:13]=1[C:23]#[C:24][CH2:25][CH2:26][N:27]1[CH2:31][CH2:30][NH:29][C:28]1=[O:32].[C:33]([O:37][C:38](O[C:38]([O:37][C:33]([CH3:36])([CH3:35])[CH3:34])=[O:39])=[O:39])([CH3:36])([CH3:35])[CH3:34].N. The catalyst class is: 5. Product: [C:33]([O:37][C:38]([N:18]1[CH2:19][CH2:20][C:14]2[C:13]([C:23]#[C:24][CH2:25][CH2:26][N:27]3[CH2:31][CH2:30][NH:29][C:28]3=[O:32])=[C:12]([Cl:11])[CH:22]=[CH:21][C:15]=2[CH2:16][CH2:17]1)=[O:39])([CH3:36])([CH3:35])[CH3:34].